This data is from NCI-60 drug combinations with 297,098 pairs across 59 cell lines. The task is: Regression. Given two drug SMILES strings and cell line genomic features, predict the synergy score measuring deviation from expected non-interaction effect. (1) Drug 1: CN1C2=C(C=C(C=C2)N(CCCl)CCCl)N=C1CCCC(=O)O.Cl. Drug 2: CS(=O)(=O)OCCCCOS(=O)(=O)C. Cell line: SNB-19. Synergy scores: CSS=11.6, Synergy_ZIP=-2.88, Synergy_Bliss=1.64, Synergy_Loewe=6.13, Synergy_HSA=2.96. (2) Drug 1: CN1CCC(CC1)COC2=C(C=C3C(=C2)N=CN=C3NC4=C(C=C(C=C4)Br)F)OC. Drug 2: B(C(CC(C)C)NC(=O)C(CC1=CC=CC=C1)NC(=O)C2=NC=CN=C2)(O)O. Cell line: NCI-H460. Synergy scores: CSS=7.17, Synergy_ZIP=-1.07, Synergy_Bliss=-2.54, Synergy_Loewe=-2.56, Synergy_HSA=-1.09. (3) Drug 1: C1=CC(=CC=C1C#N)C(C2=CC=C(C=C2)C#N)N3C=NC=N3. Drug 2: C1CCC(C(C1)N)N.C(=O)(C(=O)[O-])[O-].[Pt+4]. Cell line: SF-295. Synergy scores: CSS=18.0, Synergy_ZIP=-6.78, Synergy_Bliss=-4.19, Synergy_Loewe=0.532, Synergy_HSA=-0.952. (4) Drug 1: CN1CCC(CC1)COC2=C(C=C3C(=C2)N=CN=C3NC4=C(C=C(C=C4)Br)F)OC. Drug 2: CC(C)(C#N)C1=CC(=CC(=C1)CN2C=NC=N2)C(C)(C)C#N. Cell line: OVCAR-5. Synergy scores: CSS=14.9, Synergy_ZIP=-1.63, Synergy_Bliss=1.99, Synergy_Loewe=-0.660, Synergy_HSA=1.19. (5) Drug 1: CC1C(C(=O)NC(C(=O)N2CCCC2C(=O)N(CC(=O)N(C(C(=O)O1)C(C)C)C)C)C(C)C)NC(=O)C3=C4C(=C(C=C3)C)OC5=C(C(=O)C(=C(C5=N4)C(=O)NC6C(OC(=O)C(N(C(=O)CN(C(=O)C7CCCN7C(=O)C(NC6=O)C(C)C)C)C)C(C)C)C)N)C. Drug 2: C1=NC2=C(N=C(N=C2N1C3C(C(C(O3)CO)O)F)Cl)N. Cell line: UACC62. Synergy scores: CSS=2.03, Synergy_ZIP=-0.153, Synergy_Bliss=-0.262, Synergy_Loewe=0.754, Synergy_HSA=-0.625. (6) Drug 1: C1=CC(=CC=C1CCC2=CNC3=C2C(=O)NC(=N3)N)C(=O)NC(CCC(=O)O)C(=O)O. Drug 2: C#CCC(CC1=CN=C2C(=N1)C(=NC(=N2)N)N)C3=CC=C(C=C3)C(=O)NC(CCC(=O)O)C(=O)O. Cell line: SN12C. Synergy scores: CSS=23.4, Synergy_ZIP=2.84, Synergy_Bliss=2.33, Synergy_Loewe=3.19, Synergy_HSA=3.42.